Dataset: Forward reaction prediction with 1.9M reactions from USPTO patents (1976-2016). Task: Predict the product of the given reaction. (1) Given the reactants [Br:1][C:2]1[C:11]2[C:6](=[CH:7][CH:8]=[N:9][CH:10]=2)[C:5]([N:12]2[CH2:17][CH2:16][CH:15]([C:18]([OH:20])=O)[CH2:14][CH2:13]2)=[N:4][C:3]=1[C:21]1[CH:26]=[CH:25][N:24]=[C:23]([Cl:27])[CH:22]=1.[CH2:28]([NH2:32])[CH:29]([CH3:31])[CH3:30].C1CN([P+](ON2N=NC3C=CC=CC2=3)(N2CCCC2)N2CCCC2)CC1.F[P-](F)(F)(F)(F)F, predict the reaction product. The product is: [CH2:28]([NH:32][C:18]([CH:15]1[CH2:14][CH2:13][N:12]([C:5]2[C:6]3[C:11](=[CH:10][N:9]=[CH:8][CH:7]=3)[C:2]([Br:1])=[C:3]([C:21]3[CH:26]=[CH:25][N:24]=[C:23]([Cl:27])[CH:22]=3)[N:4]=2)[CH2:17][CH2:16]1)=[O:20])[CH:29]([CH3:31])[CH3:30]. (2) Given the reactants [CH3:1][S:2]([C:5]1[CH:6]=[C:7]([C:11]2[S:15][C:14]([CH2:16][NH:17][S:18]([C:21]3[CH:26]=[CH:25][CH:24]=[CH:23][C:22]=3[C:27]([F:30])([F:29])[F:28])(=[O:20])=[O:19])=[CH:13][CH:12]=2)[CH:8]=[CH:9][CH:10]=1)(=[O:4])=[O:3].I[CH2:32][CH3:33].C(=O)([O-])[O-].[Cs+].[Cs+], predict the reaction product. The product is: [CH2:32]([N:17]([CH2:16][C:14]1[S:15][C:11]([C:7]2[CH:8]=[CH:9][CH:10]=[C:5]([S:2]([CH3:1])(=[O:3])=[O:4])[CH:6]=2)=[CH:12][CH:13]=1)[S:18]([C:21]1[CH:26]=[CH:25][CH:24]=[CH:23][C:22]=1[C:27]([F:30])([F:28])[F:29])(=[O:20])=[O:19])[CH3:33]. (3) Given the reactants [Cl:1][C:2]1[CH:3]=[C:4]2[C:9](=[CH:10][CH:11]=1)[C:8]1([CH2:16][CH2:15][CH2:14][CH2:13][CH2:12]1)[C:7](=[O:17])[C:6]([C:18]([NH:20][CH2:21][C:22]([O:24]C(C)(C)C)=[O:23])=[O:19])=[C:5]2[OH:29], predict the reaction product. The product is: [Cl:1][C:2]1[CH:3]=[C:4]2[C:9](=[CH:10][CH:11]=1)[C:8]1([CH2:16][CH2:15][CH2:14][CH2:13][CH2:12]1)[C:7](=[O:17])[C:6]([C:18]([NH:20][CH2:21][C:22]([OH:24])=[O:23])=[O:19])=[C:5]2[OH:29]. (4) Given the reactants [C:1]([C:4]1[CH:9]=[CH:8][C:7]([C:10]2[N:14]([CH3:15])[C:13]([C:16]#[N:17])=[CH:12][CH:11]=2)=[CH:6][CH:5]=1)(=O)[CH3:2].Cl.[NH2:19][OH:20], predict the reaction product. The product is: [OH:20]/[N:19]=[C:1](/[C:4]1[CH:9]=[CH:8][C:7]([C:10]2[N:14]([CH3:15])[C:13]([C:16]#[N:17])=[CH:12][CH:11]=2)=[CH:6][CH:5]=1)\[CH3:2]. (5) Given the reactants [CH2:1]([O:3][C:4](=[O:23])[CH2:5][O:6][C:7]1[CH:12]=[CH:11][C:10]([N:13](C(OC(C)(C)C)=O)[CH2:14][CH3:15])=[CH:9][CH:8]=1)[CH3:2].C(O)(C(F)(F)F)=O, predict the reaction product. The product is: [CH2:1]([O:3][C:4](=[O:23])[CH2:5][O:6][C:7]1[CH:12]=[CH:11][C:10]([NH:13][CH2:14][CH3:15])=[CH:9][CH:8]=1)[CH3:2].